From a dataset of Forward reaction prediction with 1.9M reactions from USPTO patents (1976-2016). Predict the product of the given reaction. Given the reactants [F:1][C:2]1[CH:3]=[C:4]([CH:8]([C:10]2[C:19]([N+:20]([O-:22])=[O:21])=[C:18]3[C:13]([CH:14]=[CH:15][CH:16]=[N:17]3)=[CH:12][CH:11]=2)[OH:9])[CH:5]=[CH:6][CH:7]=1, predict the reaction product. The product is: [F:1][C:2]1[CH:3]=[C:4]([C:8]([C:10]2[C:19]([N+:20]([O-:22])=[O:21])=[C:18]3[C:13]([CH:14]=[CH:15][CH:16]=[N:17]3)=[CH:12][CH:11]=2)=[O:9])[CH:5]=[CH:6][CH:7]=1.